From a dataset of Forward reaction prediction with 1.9M reactions from USPTO patents (1976-2016). Predict the product of the given reaction. (1) The product is: [CH2:30]([CH:24]1[C:25]2=[N:1][C:2]3[N:6]([CH3:7])[N:5]=[CH:4][C:3]=3[C:13](=[O:14])[N:15]2[CH2:37][CH2:21][NH:23]1)[C:31]1[CH:36]=[CH:35][CH:34]=[CH:33][CH:32]=1. Given the reactants [NH2:1][C:2]1[N:6]([C:7]2C=CC=CC=2)[N:5]=[CH:4][C:3]=1[C:13]([NH2:15])=[O:14].C(O[C:21]([NH:23][CH:24]([CH2:30][C:31]1[CH:36]=[CH:35][CH:34]=[CH:33][CH:32]=1)[C:25](OCC)=O)=O)(C)(C)C.[C:37](OC(NCC(OCC)=O)=O)(C)(C)C, predict the reaction product. (2) Given the reactants [C:1]([O:5][C:6](=[O:18])[CH2:7][N:8]1[C:16]2[C:11](=[CH:12][CH:13]=[C:14]([OH:17])[CH:15]=2)[CH:10]=[CH:9]1)([CH3:4])([CH3:3])[CH3:2].[CH3:19][C:20]1[C:25]([CH2:26]O)=[CH:24][CH:23]=[C:22]([C:28]2[CH:33]=[CH:32][C:31]([C:34]([F:37])([F:36])[F:35])=[CH:30][CH:29]=2)[N:21]=1.C(P(CCCC)CCCC)CCC.CN(C)C(N=NC(N(C)C)=O)=O, predict the reaction product. The product is: [C:1]([O:5][C:6](=[O:18])[CH2:7][N:8]1[C:16]2[C:11](=[CH:12][CH:13]=[C:14]([O:17][CH2:26][C:25]3[C:20]([CH3:19])=[N:21][C:22]([C:28]4[CH:29]=[CH:30][C:31]([C:34]([F:37])([F:35])[F:36])=[CH:32][CH:33]=4)=[CH:23][CH:24]=3)[CH:15]=2)[CH:10]=[CH:9]1)([CH3:4])([CH3:2])[CH3:3]. (3) The product is: [OH:34][C:31]1([CH2:35][CH2:36][N:37]2[CH2:42][CH2:41][C@H:40]([OH:43])[C@@H:39]([CH3:44])[CH2:38]2)[CH2:30][CH2:29][CH:28]([NH:27][C:20]([C:14]2[NH:15][C:16]3[C:12]([CH:13]=2)=[C:11]([O:10][CH2:9][C@H:6]2[C:5]4[CH:23]=[CH:24][CH:2]=[CH:3][C:4]=4[O:8][CH2:7]2)[CH:19]=[CH:18][CH:17]=3)=[O:21])[CH2:33][CH2:32]1. Given the reactants C[C:2]1(C)[CH2:24][C:23](=O)[C:5]2[C:6]([CH2:9][O:10][C:11]3[CH:19]=[CH:18][CH:17]=[C:16]4[C:12]=3[CH:13]=[C:14]([C:20](O)=[O:21])[NH:15]4)=[CH:7][O:8][C:4]=2[CH2:3]1.[NH2:27][CH:28]1[CH2:33][CH2:32][C:31]([CH2:35][CH2:36][N:37]2[CH2:42][CH2:41][C@H:40]([OH:43])[C@@H:39]([CH3:44])[CH2:38]2)([OH:34])[CH2:30][CH2:29]1, predict the reaction product. (4) Given the reactants [F-].C([N+](CCCC)(CCCC)CCCC)CCC.[Si]([O:26][CH2:27][CH2:28][CH:29]1[O:34][CH2:33][CH2:32][N:31]([C:35]2[CH:40]=[CH:39][C:38]([NH:41][C:42]([C:44]3[C:49]([C:50]([NH:52][C:53]4[CH:58]=[CH:57][C:56]([Cl:59])=[CH:55][CH:54]=4)=[O:51])=[N:48][CH:47]=[CH:46][N:45]=3)=[O:43])=[CH:37][CH:36]=2)[C:30]1=[O:60])(C(C)(C)C)(C)C, predict the reaction product. The product is: [Cl:59][C:56]1[CH:57]=[CH:58][C:53]([NH:52][C:50]([C:49]2[C:44]([C:42]([NH:41][C:38]3[CH:37]=[CH:36][C:35]([N:31]4[CH2:32][CH2:33][O:34][CH:29]([CH2:28][CH2:27][OH:26])[C:30]4=[O:60])=[CH:40][CH:39]=3)=[O:43])=[N:45][CH:46]=[CH:47][N:48]=2)=[O:51])=[CH:54][CH:55]=1. (5) The product is: [Cl:23][C:20]1[CH:21]=[CH:22][C:17]([C:8]2[S:9][C:10]([C:11]3[CH:16]=[CH:15][CH:14]=[CH:13][CH:12]=3)=[C:6]([CH2:5][C:4]([NH2:25])=[O:3])[N:7]=2)=[CH:18][CH:19]=1. Given the reactants C([O:3][C:4](=O)[CH2:5][C:6]1[N:7]=[C:8]([C:17]2[CH:22]=[CH:21][C:20]([Cl:23])=[CH:19][CH:18]=2)[S:9][C:10]=1[C:11]1[CH:16]=[CH:15][CH:14]=[CH:13][CH:12]=1)C.[NH3:25], predict the reaction product. (6) Given the reactants [Cl:1][C:2]1[CH:15]=[CH:14][C:5]([O:6][C:7]2[CH:12]=[CH:11][C:10]([NH2:13])=[CH:9][N:8]=2)=[C:4]([CH3:16])[CH:3]=1.[OH-].[Na+].[C:19](=O)([O-])[O-].[K+].[K+].S(OC)(OC)(=O)=O, predict the reaction product. The product is: [Cl:1][C:2]1[CH:15]=[CH:14][C:5]([O:6][C:7]2[CH:12]=[CH:11][C:10]([NH:13][CH3:19])=[CH:9][N:8]=2)=[C:4]([CH3:16])[CH:3]=1.